From a dataset of Forward reaction prediction with 1.9M reactions from USPTO patents (1976-2016). Predict the product of the given reaction. (1) Given the reactants [CH3:1][N:2]1[CH:6]=[CH:5][N:4]=[C:3]1[Si](CC)(CC)CC.C([Li])(C)(C)C.CCCCC.[C:24]([C:26]1[CH:33]=[CH:32][C:29]([CH:30]=[O:31])=[CH:28][CH:27]=1)#[N:25].Cl.[OH-].[Na+], predict the reaction product. The product is: [OH:31][CH:30]([C:6]1[N:2]([CH3:1])[CH:3]=[N:4][CH:5]=1)[C:29]1[CH:32]=[CH:33][C:26]([C:24]#[N:25])=[CH:27][CH:28]=1. (2) Given the reactants [OH:1][CH:2]1[CH2:7][CH2:6][N:5]([C:8]([N:10]2[CH2:15][CH:14]([C:16]3[CH:21]=[CH:20][C:19]([O:22][C:23]([F:26])([F:25])[F:24])=[CH:18][CH:17]=3)[CH2:13][CH:12]([C:27]([OH:29])=O)[CH2:11]2)=[O:9])[CH2:4][CH2:3]1.[CH2:30]([O:32][CH2:33][CH2:34][C:35](=[N:37]O)[NH2:36])[CH3:31], predict the reaction product. The product is: [CH2:30]([O:32][CH2:33][CH2:34][C:35]1[N:37]=[C:27]([CH:12]2[CH2:13][CH:14]([C:16]3[CH:21]=[CH:20][C:19]([O:22][C:23]([F:24])([F:26])[F:25])=[CH:18][CH:17]=3)[CH2:15][N:10]([C:8]([N:5]3[CH2:4][CH2:3][CH:2]([OH:1])[CH2:7][CH2:6]3)=[O:9])[CH2:11]2)[O:29][N:36]=1)[CH3:31]. (3) Given the reactants Cl[C:2]1[C:7]2[N:8]=[C:9]([CH3:12])[N:10]([CH3:11])[C:6]=2[CH:5]=[CH:4][N:3]=1.C1OCCOCCOCCOCCOCCOC1.[CH:31]1([OH:40])[C:39]2[C:34](=[CH:35][CH:36]=[CH:37][CH:38]=2)[CH2:33][CH2:32]1.CC(C)([O-])C.[K+].P([O-])(O)(O)=O.[K+], predict the reaction product. The product is: [CH:31]1([O:40][C:2]2[C:7]3[N:8]=[C:9]([CH3:12])[N:10]([CH3:11])[C:6]=3[CH:5]=[CH:4][N:3]=2)[C:39]2[C:34](=[CH:35][CH:36]=[CH:37][CH:38]=2)[CH2:33][CH2:32]1. (4) The product is: [F:10][C:11]1[CH:16]=[C:15]([F:17])[CH:14]=[CH:13][C:12]=1[CH2:18][NH:19][C:20]([C:22]1[C:23](=[O:48])[C:24]([OH:40])=[C:25]2[C:34](=[O:35])[N:33]3[CH:28]([O:29][CH2:30][CH:31]4[CH2:38][CH2:37][CH2:36][CH:32]43)[CH2:27][N:26]2[CH:39]=1)=[O:21]. Given the reactants Cl.N[C@H]1CCC[C@H]1CO.[F:10][C:11]1[CH:16]=[C:15]([F:17])[CH:14]=[CH:13][C:12]=1[CH2:18][NH:19][C:20]([C:22]1[C:23](=[O:48])[C:24]([O:40]CC2C=CC=CC=2)=[C:25]2[C:34](=[O:35])[N:33]3[CH:28]([O:29][CH2:30][CH:31]4[CH2:38][CH2:37][CH2:36][CH:32]43)[CH2:27][N:26]2[CH:39]=1)=[O:21], predict the reaction product. (5) Given the reactants [F-].C([N+](CCCC)(CCCC)CCCC)CCC.C1COCC1.[CH3:24][S:25][C:26]1[N:27]2[CH:37]=[N:36][CH:35]=[C:28]2[S:29][C:30]=1[Si](C)(C)C.C(OCC)(=O)C, predict the reaction product. The product is: [CH3:24][S:25][C:26]1[N:27]2[CH:37]=[N:36][CH:35]=[C:28]2[S:29][CH:30]=1. (6) Given the reactants F[C:2]1[CH:9]=[CH:8][C:5]([CH:6]=[O:7])=[CH:4][C:3]=1[C:10]([F:13])([F:12])[F:11].[F:14][C:15]1[CH:16]=[C:17]([OH:22])[CH:18]=[CH:19][C:20]=1[F:21], predict the reaction product. The product is: [F:14][C:15]1[CH:16]=[C:17]([CH:18]=[CH:19][C:20]=1[F:21])[O:22][C:2]1[CH:9]=[CH:8][C:5]([CH:6]=[O:7])=[CH:4][C:3]=1[C:10]([F:13])([F:12])[F:11].